This data is from Full USPTO retrosynthesis dataset with 1.9M reactions from patents (1976-2016). The task is: Predict the reactants needed to synthesize the given product. (1) Given the product [Cl:33][C:29]1[CH:28]=[C:27]([CH2:26][CH2:25][N:17]2[C:9]3=[N:8][C:7]([N:1]4[CH2:6][CH2:5][O:4][CH2:3][CH2:2]4)=[CH:12][C:11](=[O:13])[N:10]3[CH2:14][CH2:15][C@H:16]2[C:18]([F:20])([F:21])[F:19])[CH:32]=[CH:31][CH:30]=1, predict the reactants needed to synthesize it. The reactants are: [N:1]1([C:7]2[N:8]=[C:9]3[NH:17][C@H:16]([C:18]([F:21])([F:20])[F:19])[CH2:15][CH2:14][N:10]3[C:11](=[O:13])[CH:12]=2)[CH2:6][CH2:5][O:4][CH2:3][CH2:2]1.[OH-].[Na+].Br[CH2:25][CH2:26][C:27]1[CH:32]=[CH:31][CH:30]=[C:29]([Cl:33])[CH:28]=1. (2) The reactants are: C[O:2][C:3]([C:5]1[C:6](Cl)=[N:7][C:8]2[C:13]([C:14]=1[C:15]1[CH:20]=[CH:19][CH:18]=[CH:17][CH:16]=1)=[CH:12][CH:11]=[CH:10][C:9]=2[CH2:21][CH3:22])=[O:4].[NH:24]1[CH2:28][CH2:27][CH2:26][CH2:25]1. Given the product [CH2:21]([C:9]1[CH:10]=[CH:11][CH:12]=[C:13]2[C:8]=1[N:7]=[C:6]([N:24]1[CH2:28][CH2:27][CH2:26][CH2:25]1)[C:5]([C:3]([OH:4])=[O:2])=[C:14]2[C:15]1[CH:20]=[CH:19][CH:18]=[CH:17][CH:16]=1)[CH3:22], predict the reactants needed to synthesize it. (3) Given the product [F:33][C:32]([F:35])([F:34])[C:30]([OH:36])=[O:31].[CH3:1][C:2]([CH3:29])([CH3:28])[CH2:3][C:4]([C:6]1[N:7]=[C:8]([C:22]2[CH:27]=[CH:26][CH:25]=[CH:24][CH:23]=2)[N:9]2[CH2:14][CH2:13][NH:12][CH2:11][C:10]=12)=[O:5].[C:30]([OH:36])([C:32]([F:35])([F:34])[F:33])=[O:31], predict the reactants needed to synthesize it. The reactants are: [CH3:1][C:2]([CH3:29])([CH3:28])[CH2:3][C:4]([C:6]1[N:7]=[C:8]([C:22]2[CH:27]=[CH:26][CH:25]=[CH:24][CH:23]=2)[N:9]2[CH2:14][CH2:13][N:12](C(OC(C)(C)C)=O)[CH2:11][C:10]=12)=[O:5].[C:30]([OH:36])([C:32]([F:35])([F:34])[F:33])=[O:31]. (4) Given the product [CH:24]1([N:16]([C@H:17]2[CH2:22][CH2:21][C@H:20]([CH3:23])[CH2:19][CH2:18]2)[C:14](=[O:15])[NH:13][C:11]2[S:12][C:8]([S:7][CH2:5][CH2:6][C:50]([OH:54])=[O:49])=[CH:9][N:10]=2)[CH2:27][CH2:26][CH2:25]1, predict the reactants needed to synthesize it. The reactants are: C(OC(=O)[CH:5]([S:7][C:8]1[S:12][C:11]([NH:13][C:14]([N:16]([CH:24]2[CH2:27][CH2:26][CH2:25]2)[C@H:17]2[CH2:22][CH2:21][C@H:20]([CH3:23])[CH2:19][CH2:18]2)=[O:15])=[N:10][CH:9]=1)[CH3:6])C.C1(N[C@H]2CC[C@H](C)CC2)CCC1.NC1SC=NC=1.C([O:49][C:50](=[O:54])C(S)C)C. (5) The reactants are: [NH2:1][C@@:2]1([C:11]2[CH:16]=[CH:15][CH:14]=[CH:13][C:12]=2[F:17])[CH2:6][C@@H:5]([O:7][CH3:8])[CH2:4][C@H:3]1[CH2:9][OH:10].[C:18]1([CH2:31][O:32][C:33]([N:35]=[C:36]=[S:37])=[O:34])[C:30]2[CH2:29][C:28]3[C:23](=[CH:24][CH:25]=[CH:26][CH:27]=3)[C:22]=2[CH:21]=[CH:20][CH:19]=1. Given the product [CH:26]1[C:27]2[CH:18]([CH2:31][O:32][C:33](=[O:34])[NH:35][C:36]([NH:1][C@@:2]3([C:11]4[CH:16]=[CH:15][CH:14]=[CH:13][C:12]=4[F:17])[CH2:6][C@@H:5]([O:7][CH3:8])[CH2:4][C@H:3]3[CH2:9][OH:10])=[S:37])[C:30]3[C:29](=[CH:19][CH:20]=[CH:21][CH:22]=3)[C:28]=2[CH:23]=[CH:24][CH:25]=1, predict the reactants needed to synthesize it.